This data is from Full USPTO retrosynthesis dataset with 1.9M reactions from patents (1976-2016). The task is: Predict the reactants needed to synthesize the given product. (1) Given the product [NH2:22][C:20]1[C:19]2[N:18]=[CH:17][C:16]([CH2:23][CH2:24][C:25]3[CH:30]=[CH:29][C:28]([O:31][CH3:32])=[CH:27][C:26]=3[CH3:33])=[CH:15][C:14]=2[C:13]2[CH:34]=[CH:35][C:10]([CH2:9][OH:8])=[CH:11][C:12]=2[N:21]=1, predict the reactants needed to synthesize it. The reactants are: [Si]([O:8][CH2:9][C:10]1[CH:35]=[CH:34][C:13]2=[C:14]3[C:19](=[C:20]([NH2:22])[N:21]=[C:12]2[CH:11]=1)[N:18]=[CH:17][C:16]([CH2:23][CH2:24][C:25]1[CH:30]=[CH:29][C:28]([O:31][CH3:32])=[CH:27][C:26]=1[CH3:33])=[CH:15]3)(C(C)(C)C)(C)C.CCCC[N+](CCCC)(CCCC)CCCC.[F-]. (2) Given the product [Cl:2][C:3]1[CH:4]=[CH:5][C:6]([CH2:9][NH:10][CH:11]=[O:12])=[N:7][CH:8]=1, predict the reactants needed to synthesize it. The reactants are: Cl.[Cl:2][C:3]1[CH:4]=[CH:5][C:6]([CH2:9][NH2:10])=[N:7][CH:8]=1.[CH:11](O)=[O:12].[OH-].[NH4+]. (3) The reactants are: [Cl:1][C:2]1[CH:7]=[CH:6][CH:5]=[CH:4][C:3]=1/C=C/COCOC.C[N+]1([O-])CC[O:19][CH2:18]C1.[CH3:23][C:24]([CH3:26])=[O:25].C[C:28]([OH:31])(C)C.[OH2:32]. Given the product [Cl:1][C:2]1[CH:3]=[CH:4][CH:5]=[CH:6][C:7]=1[CH:23]([OH:32])[CH:24]([OH:25])[CH2:26][O:19][CH2:18][O:31][CH3:28], predict the reactants needed to synthesize it. (4) The reactants are: [F:1][C:2]([F:14])([F:13])[O:3][C:4]1[CH:5]=[C:6]([CH:10]=[CH:11][CH:12]=1)[C:7]([OH:9])=O.C(Cl)(=O)C(Cl)=O.CN(C)C=O.[NH2:26][C:27]1[CH:28]=[C:29]([CH:48]=[CH:49][CH:50]=1)[O:30][C:31]1[CH:45]=[CH:44][C:34]2[N:35]=[C:36]([NH:38][C:39]([CH:41]3[CH2:43][CH2:42]3)=[O:40])[S:37][C:33]=2[C:32]=1[C:46]#[N:47]. Given the product [C:46]([C:32]1[C:33]2[S:37][C:36]([NH:38][C:39]([CH:41]3[CH2:42][CH2:43]3)=[O:40])=[N:35][C:34]=2[CH:44]=[CH:45][C:31]=1[O:30][C:29]1[CH:28]=[C:27]([NH:26][C:7](=[O:9])[C:6]2[CH:10]=[CH:11][CH:12]=[C:4]([O:3][C:2]([F:1])([F:14])[F:13])[CH:5]=2)[CH:50]=[CH:49][CH:48]=1)#[N:47], predict the reactants needed to synthesize it. (5) Given the product [Cl:37][C:34]1[CH:35]=[CH:36][C:31]([O:30][C:28]2[CH:27]=[CH:26][N:25]=[C:24]([N:5]([CH2:6][C:7]3[CH:12]=[CH:11][CH:10]=[C:9]([O:13][C:14]([F:19])([F:18])[CH:15]([F:16])[F:17])[CH:8]=3)[CH2:4][C@@H:3]([OH:20])[C:2]([F:21])([F:22])[F:1])[N:29]=2)=[CH:32][C:33]=1[CH2:38][CH3:39], predict the reactants needed to synthesize it. The reactants are: [F:1][C:2]([F:22])([F:21])[C@H:3]([OH:20])[CH2:4][NH:5][CH2:6][C:7]1[CH:12]=[CH:11][CH:10]=[C:9]([O:13][C:14]([F:19])([F:18])[CH:15]([F:17])[F:16])[CH:8]=1.Cl[C:24]1[N:29]=[C:28]([O:30][C:31]2[CH:36]=[CH:35][C:34]([Cl:37])=[C:33]([CH2:38][CH3:39])[CH:32]=2)[CH:27]=[CH:26][N:25]=1.C(N(C(C)C)CC)(C)C. (6) Given the product [Cl:1][C:2]1[CH:7]=[CH:6][C:5]([S:8]([N:11]([CH2:19][C:20]2[CH:21]=[CH:22][C:23]([O:30][CH3:31])=[C:24]([CH:29]=2)[C:25]([OH:27])=[O:26])[CH2:12][CH:13]2[CH2:14][CH2:15][O:16][CH2:17][CH2:18]2)(=[O:9])=[O:10])=[CH:4][CH:3]=1, predict the reactants needed to synthesize it. The reactants are: [Cl:1][C:2]1[CH:7]=[CH:6][C:5]([S:8]([N:11]([CH2:19][C:20]2[CH:21]=[CH:22][C:23]([O:30][CH3:31])=[C:24]([CH:29]=2)[C:25]([O:27]C)=[O:26])[CH2:12][CH:13]2[CH2:18][CH2:17][O:16][CH2:15][CH2:14]2)(=[O:10])=[O:9])=[CH:4][CH:3]=1.O.[OH-].[Li+]. (7) Given the product [NH2:19][C:10]1[C:9]2[N:8]=[C:7]([CH3:20])[N:6]([CH2:5][CH2:4][CH2:3][CH2:2][NH:1][C:28]([NH:27][C:21]3[CH:26]=[CH:25][CH:24]=[CH:23][CH:22]=3)=[O:29])[C:18]=2[C:17]2[CH:16]=[CH:15][CH:14]=[CH:13][C:12]=2[N:11]=1, predict the reactants needed to synthesize it. The reactants are: [NH2:1][CH2:2][CH2:3][CH2:4][CH2:5][N:6]1[C:18]2[C:17]3[CH:16]=[CH:15][CH:14]=[CH:13][C:12]=3[N:11]=[C:10]([NH2:19])[C:9]=2[N:8]=[C:7]1[CH3:20].[C:21]1([N:27]=[C:28]=[O:29])[CH:26]=[CH:25][CH:24]=[CH:23][CH:22]=1.